This data is from Catalyst prediction with 721,799 reactions and 888 catalyst types from USPTO. The task is: Predict which catalyst facilitates the given reaction. (1) The catalyst class is: 68. Reactant: [Br:1][C:2]1[C:3](=[O:9])[NH:4][C:5](=[O:8])[NH:6][CH:7]=1.C/C(/O[Si](C)(C)C)=N\[Si](C)(C)C.[F:22][C:23]1[CH:30]=[CH:29][CH:28]=[C:27]([C:31]([F:34])([F:33])[F:32])[C:24]=1[CH2:25]Br. Product: [Br:1][C:2]1[C:3](=[O:9])[NH:4][C:5](=[O:8])[N:6]([CH2:25][C:24]2[C:27]([C:31]([F:32])([F:34])[F:33])=[CH:28][CH:29]=[CH:30][C:23]=2[F:22])[CH:7]=1. (2) Reactant: [Cl:1][C:2]1[CH:7]=[C:6]([Cl:8])[CH:5]=[CH:4][C:3]=1[NH:9][N:10]=[C:11]([Cl:13])[CH3:12].[O-:14][C:15]#[N:16].[K+].O. Product: [Cl:1][C:2]1[CH:7]=[C:6]([Cl:8])[CH:5]=[CH:4][C:3]=1[NH:9][N:10]=[C:11]([Cl:13])[CH3:12].[Cl:1][C:2]1[CH:7]=[C:6]([Cl:8])[CH:5]=[CH:4][C:3]=1[N:9]1[C:15](=[O:14])[NH:16][C:11]([CH3:12])=[N:10]1. The catalyst class is: 270. (3) Reactant: [CH3:1][CH:2]([CH3:19])[C:3]([O:5][C@H:6]([C@H:9]1[O:18][C@@H:12]2[O:13][C:14]([CH3:17])(C)[O:15][C@@H:11]2[CH2:10]1)[CH2:7][CH3:8])=[O:4].[C:20]([O:23]C(=O)C)(=[O:22])[CH3:21].C(O)(=O)C.S(=O)(=O)(O)O. Product: [CH3:19][CH:2]([CH3:1])[C:3]([O:5][C@H:6]([C@@H:9]1[CH2:10][C@@H:11]([O:15][C:14](=[O:13])[CH3:17])[C@@H:12]([O:23][C:20](=[O:22])[CH3:21])[O:18]1)[CH2:7][CH3:8])=[O:4]. The catalyst class is: 2. (4) Reactant: [C:1]([C:5]1[CH:10]=[CH:9][C:8]([C:11]2[N:15]([CH3:16])[N:14]=[C:13]([C:17](=[N:19][NH:20][C:21]([C:23]3[CH:32]=[CH:31][C:26]([C:27]([O:29]C)=[O:28])=[C:25]([Cl:33])[CH:24]=3)=[O:22])[CH3:18])[C:12]=2[OH:34])=[CH:7][CH:6]=1)([CH3:4])([CH3:3])[CH3:2].CO.[OH-].[Na+].Cl. Product: [C:1]([C:5]1[CH:10]=[CH:9][C:8]([C:11]2[N:15]([CH3:16])[N:14]=[C:13]([C:17](=[N:19][NH:20][C:21]([C:23]3[CH:32]=[CH:31][C:26]([C:27]([OH:29])=[O:28])=[C:25]([Cl:33])[CH:24]=3)=[O:22])[CH3:18])[C:12]=2[OH:34])=[CH:7][CH:6]=1)([CH3:2])([CH3:3])[CH3:4]. The catalyst class is: 20. (5) Reactant: C(Cl)(=O)C(Cl)=O.CS(C)=O.[CH2:11]([O:18][C:19]([N:21]1[CH2:26][CH2:25][CH:24]2[N:27]=[C:28]([C:30]3[CH:35]=[CH:34][CH:33]=[CH:32][N:31]=3)[NH:29][CH:23]2[CH2:22]1)=[O:20])[C:12]1[CH:17]=[CH:16][CH:15]=[CH:14][CH:13]=1.O. Product: [CH2:11]([O:18][C:19]([N:21]1[CH2:26][CH2:25][C:24]2[N:27]=[C:28]([C:30]3[CH:35]=[CH:34][CH:33]=[CH:32][N:31]=3)[NH:29][C:23]=2[CH2:22]1)=[O:20])[C:12]1[CH:17]=[CH:16][CH:15]=[CH:14][CH:13]=1. The catalyst class is: 2.